Dataset: Full USPTO retrosynthesis dataset with 1.9M reactions from patents (1976-2016). Task: Predict the reactants needed to synthesize the given product. (1) Given the product [CH2:10]([O:7][C:1]1[CH:6]=[CH:5][C:4]([CH:21]=[C:20]2[CH2:23][CH2:24][CH2:17][C:18](=[CH:21][C:20]3[CH:23]=[CH:24][C:17]([O:16][CH2:10][CH2:11][CH2:12][CH2:13][CH2:14][CH3:15])=[CH:18][CH:19]=3)[C:19]2=[O:8])=[CH:3][CH:2]=1)[CH2:11][CH2:12][CH2:13][CH2:14][CH3:15], predict the reactants needed to synthesize it. The reactants are: [C:1]1(=[O:7])[CH2:6][CH2:5][CH2:4][CH2:3][CH2:2]1.[OH-:8].[Na+].[CH2:10]([O:16][C:17]1[CH:24]=[CH:23][C:20]([CH:21]=O)=[CH:19][CH:18]=1)[CH2:11][CH2:12][CH2:13][CH2:14][CH3:15]. (2) Given the product [CH2:37]1[C:38]2[C:33](=[N:32][C:31]3[C:40]([C:39]=2[NH:41][CH2:42][CH2:43][CH2:44][N:45]([CH3:50])[CH2:46][CH2:47][CH2:48][NH:49][C:12](=[O:14])[CH2:11][CH2:10][C:3]2[C:4]4[C:9](=[CH:8][CH:7]=[CH:6][CH:5]=4)[NH:1][CH:2]=2)=[CH:27][CH:28]=[CH:29][CH:30]=3)[CH2:34][CH2:35][CH2:36]1, predict the reactants needed to synthesize it. The reactants are: [NH:1]1[C:9]2[C:4](=[CH:5][CH:6]=[CH:7][CH:8]=2)[C:3]([CH2:10][CH2:11][C:12]([OH:14])=O)=[CH:2]1.C(N1C=CN=C1)(N1C=CN=C1)=O.[CH2:27]1[C:40]2[C:31](=[N:32][C:33]3[C:38]([C:39]=2[NH:41][CH2:42][CH2:43][CH2:44][N:45]([CH3:50])[CH2:46][CH2:47][CH2:48][NH2:49])=[CH:37][CH:36]=[CH:35][CH:34]=3)[CH2:30][CH2:29][CH2:28]1.